Dataset: Forward reaction prediction with 1.9M reactions from USPTO patents (1976-2016). Task: Predict the product of the given reaction. Given the reactants [NH2:1][C:2]1[CH:3]=[C:4]([CH2:12][OH:13])[CH:5]=[C:6]([O:9][CH2:10][CH3:11])[C:7]=1[I:8], predict the reaction product. The product is: [NH2:1][C:2]1[C:7]([I:8])=[C:6]([O:9][CH2:10][CH3:11])[CH:5]=[C:4]([CH:3]=1)[CH:12]=[O:13].